Dataset: Retrosynthesis with 50K atom-mapped reactions and 10 reaction types from USPTO. Task: Predict the reactants needed to synthesize the given product. Given the product CC(CO)N1CCN(c2ccc(Nc3ncc4cc(C(=O)N(C)C)n(C5CCCC5)c4n3)nc2)CC1, predict the reactants needed to synthesize it. The reactants are: CC(Br)CO.CN(C)C(=O)c1cc2cnc(Nc3ccc(N4CCNCC4)cn3)nc2n1C1CCCC1.